Dataset: Catalyst prediction with 721,799 reactions and 888 catalyst types from USPTO. Task: Predict which catalyst facilitates the given reaction. (1) Reactant: [OH-].[Na+].[Br:3][C:4]1[C:5]([C:10]([O:12]C)=[O:11])=[N:6][O:7][C:8]=1[CH3:9].Cl. Product: [Br:3][C:4]1[C:5]([C:10]([OH:12])=[O:11])=[N:6][O:7][C:8]=1[CH3:9]. The catalyst class is: 5. (2) Reactant: [Cl:1][C:2]1[CH:7]=[C:6]([C:8]([N:10]2[C:30]3[C:25](=[CH:26][C:27]([F:31])=[CH:28][CH:29]=3)[C:12]3([CH2:17][CH2:16][N:15](C(OC(C)(C)C)=O)[CH2:14][CH2:13]3)[CH2:11]2)=[O:9])[CH:5]=[CH:4][N:3]=1.Cl. Product: [Cl-:1].[Cl:1][C:2]1[CH:7]=[C:6]([C:8]([N:10]2[C:30]3[C:25](=[CH:26][C:27]([F:31])=[CH:28][CH:29]=3)[C:12]3([CH2:13][CH2:14][NH2+:15][CH2:16][CH2:17]3)[CH2:11]2)=[O:9])[CH:5]=[CH:4][N:3]=1. The catalyst class is: 12. (3) Product: [NH2:1][C:2]1[N:7]=[C:6]([CH3:18])[C:5]([CH:9]=[O:10])=[C:4]([NH:11][CH2:12][CH2:13][CH2:14][CH2:15][CH3:16])[N:3]=1. Reactant: [NH2:1][C:2]1[N:7]=[C:6](Cl)[C:5]([CH:9]=[O:10])=[C:4]([NH:11][CH2:12][CH2:13][CH2:14][CH2:15][CH3:16])[N:3]=1.[Sn](C)(C)(C)[CH3:18]. The catalyst class is: 128. (4) Reactant: [CH2:1]([O:3][C:4]([CH2:6][NH:7][CH2:8][CH2:9][C:10]([O:12][CH2:13][CH3:14])=[O:11])=[O:5])[CH3:2].C(=O)(O)[O-].[Na+].[CH2:20]([O:27][C:28](Cl)=[O:29])[C:21]1[CH:26]=[CH:25][CH:24]=[CH:23][CH:22]=1. Product: [CH2:20]([O:27][C:28]([CH:8]([NH:7][CH2:6][C:4]([O:3][CH2:1][CH3:2])=[O:5])[CH2:9][C:10]([O:12][CH2:13][CH3:14])=[O:11])=[O:29])[C:21]1[CH:26]=[CH:25][CH:24]=[CH:23][CH:22]=1. The catalyst class is: 40. (5) Reactant: [CH3:1][S:2]([C:5]1[CH:11]=[CH:10][C:8]([NH2:9])=[CH:7][CH:6]=1)(=[O:4])=[O:3].[CH:12]([O:15][C:16]1[CH:23]=[CH:22][C:19]([CH:20]=O)=[CH:18][CH:17]=1)([CH3:14])[CH3:13]. Product: [CH:12]([O:15][C:16]1[CH:17]=[CH:18][C:19]([CH:20]=[N:9][C:8]2[CH:10]=[CH:11][C:5]([S:2]([CH3:1])(=[O:3])=[O:4])=[CH:6][CH:7]=2)=[CH:22][CH:23]=1)([CH3:14])[CH3:13]. The catalyst class is: 11. (6) Reactant: [Br:1][C:2]1[CH:8]=[CH:7][C:5]([NH2:6])=[C:4]([F:9])[C:3]=1[Cl:10].[C:11](OC(=O)C)(=[O:13])[CH3:12].N1C=CC=CC=1. Product: [Br:1][C:2]1[CH:8]=[CH:7][C:5]([NH:6][C:11](=[O:13])[CH3:12])=[C:4]([F:9])[C:3]=1[Cl:10]. The catalyst class is: 13. (7) Reactant: [Cl:1][C:2]1[C:9]([O:10][CH3:11])=[C:8]([N+:12]([O-:14])=[O:13])[CH:7]=[CH:6][C:3]=1[CH:4]=[O:5].[BH4-].[Na+].O. Product: [Cl:1][C:2]1[C:9]([O:10][CH3:11])=[C:8]([N+:12]([O-:14])=[O:13])[CH:7]=[CH:6][C:3]=1[CH2:4][OH:5]. The catalyst class is: 5.